From a dataset of Forward reaction prediction with 1.9M reactions from USPTO patents (1976-2016). Predict the product of the given reaction. (1) Given the reactants [C:1]([C:3]1[CH:4]=[C:5]2[C:10](=[CH:11][CH:12]=1)[CH2:9][C@H:8]([N:13]1[CH2:18][CH2:17][C:16]3([CH2:23][C@@H:22]([O:24][Si](C(C)(C)C)(C)C)[C:21]4[CH:32]=[C:33]([NH:36]S(C([Si](C)(C)C)C)(=O)=O)[CH:34]=[CH:35][C:20]=4[O:19]3)[CH2:15][CH2:14]1)[CH2:7][CH2:6]2)#[N:2].[F-].[Cs+], predict the reaction product. The product is: [C:1]([C:3]1[CH:4]=[C:5]2[C:10](=[CH:11][CH:12]=1)[CH2:9][C@H:8]([N:13]1[CH2:18][CH2:17][C:16]3([CH2:23][C@@H:22]([OH:24])[C:21]4[CH:32]=[C:33]([NH2:36])[CH:34]=[CH:35][C:20]=4[O:19]3)[CH2:15][CH2:14]1)[CH2:7][CH2:6]2)#[N:2]. (2) Given the reactants [O:1]=[C:2]1[N:6]([CH2:7][C:8]2[CH:16]=[CH:15][C:11]([C:12]([OH:14])=O)=[CH:10][CH:9]=2)[CH2:5][CH2:4][O:3]1.[CH:17]1([C:20]2[CH:21]=[C:22]([CH3:32])[C:23]([N:26]3[CH2:31][CH2:30][NH:29][CH2:28][CH2:27]3)=[N:24][CH:25]=2)[CH2:19][CH2:18]1, predict the reaction product. The product is: [CH:17]1([C:20]2[CH:21]=[C:22]([CH3:32])[C:23]([N:26]3[CH2:27][CH2:28][N:29]([C:12]([C:11]4[CH:10]=[CH:9][C:8]([CH2:7][N:6]5[CH2:5][CH2:4][O:3][C:2]5=[O:1])=[CH:16][CH:15]=4)=[O:14])[CH2:30][CH2:31]3)=[N:24][CH:25]=2)[CH2:19][CH2:18]1. (3) Given the reactants [CH:1]1([C:4]2[C:5]([N:13]3[CH2:18][CH2:17][N:16]([C:19]([C:21]4[CH:26]=[CH:25][C:24](I)=[CH:23][CH:22]=4)=[O:20])[CH2:15][CH2:14]3)=[N:6][CH:7]=[C:8]([CH:10]3[CH2:12][CH2:11]3)[CH:9]=2)[CH2:3][CH2:2]1.[S:28]1(=[O:35])(=[O:34])[CH2:33][CH2:32][CH2:31][CH2:30][NH:29]1, predict the reaction product. The product is: [CH:1]1([C:4]2[C:5]([N:13]3[CH2:18][CH2:17][N:16]([C:19]([C:21]4[CH:26]=[CH:25][C:24]([N:29]5[CH2:30][CH2:31][CH2:32][CH2:33][S:28]5(=[O:35])=[O:34])=[CH:23][CH:22]=4)=[O:20])[CH2:15][CH2:14]3)=[N:6][CH:7]=[C:8]([CH:10]3[CH2:12][CH2:11]3)[CH:9]=2)[CH2:3][CH2:2]1. (4) Given the reactants [Cl:1][C:2]1[CH:7]=[CH:6][C:5]([CH:8]=[CH:9][S:10](Cl)(=[O:12])=[O:11])=[C:4]([O:14][CH3:15])[CH:3]=1.[NH2:16][C:17]1[CH:22]=[CH:21][C:20]([CH3:23])=[CH:19][C:18]=1[S:24]([NH2:27])(=[O:26])=[O:25], predict the reaction product. The product is: [Cl:1][C:2]1[CH:7]=[CH:6][C:5]([CH:8]=[CH:9][S:10]([NH:16][C:17]2[CH:22]=[CH:21][C:20]([CH3:23])=[CH:19][C:18]=2[S:24]([NH2:27])(=[O:25])=[O:26])(=[O:12])=[O:11])=[C:4]([O:14][CH3:15])[CH:3]=1. (5) Given the reactants C([Li])CCC.Br[C:7]1[CH:12]=[C:11]([CH3:13])[N:10]=[C:9]([CH:14]([F:16])[F:15])[CH:8]=1.[Br:17][C:18]1[CH:19]=[C:20]([C:24]([C:32]2[C:33]([C:38]#[N:39])=[N:34][CH:35]=[CH:36][CH:37]=2)=[N:25]S(C(C)(C)C)=O)[CH:21]=[CH:22][CH:23]=1.Cl.C(OCC)C, predict the reaction product. The product is: [Br:17][C:18]1[CH:19]=[C:20]([C:24]2([C:7]3[CH:12]=[C:11]([CH3:13])[N:10]=[C:9]([CH:14]([F:16])[F:15])[CH:8]=3)[C:32]3[C:33](=[N:34][CH:35]=[CH:36][CH:37]=3)[C:38]([NH2:39])=[N:25]2)[CH:21]=[CH:22][CH:23]=1. (6) Given the reactants [C:1]([C:3]1[CH:8]=[CH:7][CH:6]=[C:5]([CH3:9])[C:4]=1[Cl:10])#[N:2].BrN1C(=[O:17])CCC1=O, predict the reaction product. The product is: [Cl:10][C:4]1[C:3]([C:1]#[N:2])=[CH:8][CH:7]=[CH:6][C:5]=1[CH:9]=[O:17]. (7) The product is: [Cl:1][C:2]1[CH:7]=[CH:6][C:5]([NH:8][C:9]2[N:17]=[C:16]([N:18]3[C:26]([CH3:27])=[C:22]([CH3:21])[C:23]([CH3:24])=[N:19]3)[N:15]=[C:14]3[C:10]=2[N:11]=[CH:12][N:13]3[CH3:20])=[CH:4][CH:3]=1. Given the reactants [Cl:1][C:2]1[CH:7]=[CH:6][C:5]([NH:8][C:9]2[N:17]=[C:16]([NH:18][NH2:19])[N:15]=[C:14]3[C:10]=2[N:11]=[CH:12][N:13]3[CH3:20])=[CH:4][CH:3]=1.[CH3:21][CH:22]([C:26](=O)[CH3:27])[C:23](=O)[CH3:24], predict the reaction product.